Task: Predict the reaction yield, written as a fraction of the theoretical maximum amount of product (1.0 means a 100% yield; for example, 0.34 means a 34% yield).. Dataset: Reaction yield outcomes from USPTO patents with 853,638 reactions (1) The reactants are [O:1]=[C:2]1[N:6]([C:7]([O:9][C:10]([CH3:13])([CH3:12])[CH3:11])=[O:8])[CH:5]2[CH:14]=[CH:15][CH2:16][CH:4]2[CH2:3]1.C(O[CH:22](N(C)C)[N:23]([CH3:25])[CH3:24])(C)(C)C.O. The catalyst is C1(C)C=CC=CC=1.C(OCC)(=O)C. The product is [C:10]([O:9][C:7]([N:6]1[C:2](=[O:1])[C:3](=[CH:22][N:23]([CH3:25])[CH3:24])[CH:4]2[CH2:16][CH:15]=[CH:14][CH:5]12)=[O:8])([CH3:12])([CH3:13])[CH3:11]. The yield is 0.580. (2) The yield is 0.830. The reactants are [Cl:1][C:2]1[CH:29]=[CH:28][C:5]([NH:6][C:7]2[C:16]3[C:11](=[CH:12][C:13](OCCCC(OCC)=O)=[C:14]([O:17][CH3:18])[CH:15]=3)[N:10]=[CH:9][N:8]=2)=[C:4]([F:30])[CH:3]=1.O.CO.Cl. The catalyst is [OH-].[Na+]. The product is [Cl:1][C:2]1[CH:29]=[CH:28][C:5]([NH:6][C:7]2[C:16]3[C:11](=[CH:12][CH:13]=[C:14]([O:17][CH3:18])[CH:15]=3)[N:10]=[CH:9][N:8]=2)=[C:4]([F:30])[CH:3]=1. (3) The reactants are [CH2:1]([N:8]([CH2:18][C:19]1[CH:24]=[CH:23][CH:22]=[CH:21][CH:20]=1)[C@H:9]1[CH2:17][O:16][C@H:12]([C:13](O)=[O:14])[CH2:11][CH2:10]1)[C:2]1[CH:7]=[CH:6][CH:5]=[CH:4][CH:3]=1.O[N:26]1C2C=CC=CC=2N=N1.Cl.C(N=C=NCCCN(C)C)C.[Cl-].[NH4+].C(N(CC)C(C)C)(C)C. The catalyst is CN(C)C=O.C(OCC)(=O)C. The product is [CH2:1]([N:8]([CH2:18][C:19]1[CH:24]=[CH:23][CH:22]=[CH:21][CH:20]=1)[C@H:9]1[CH2:17][O:16][C@H:12]([C:13]([NH2:26])=[O:14])[CH2:11][CH2:10]1)[C:2]1[CH:7]=[CH:6][CH:5]=[CH:4][CH:3]=1. The yield is 0.570.